Dataset: Full USPTO retrosynthesis dataset with 1.9M reactions from patents (1976-2016). Task: Predict the reactants needed to synthesize the given product. Given the product [CH2:29]([N:26]1[CH2:27][CH2:28][CH:23]([NH:22][C:14](=[C:17]([C:20]#[N:21])[C:18]#[N:19])[N:11]2[CH2:12][CH2:13][CH:8]([CH2:7][N:3]3[CH2:4][CH2:5][CH2:6][CH:2]3[CH3:1])[CH2:9][CH2:10]2)[CH2:24][CH2:25]1)[C:30]1[CH:31]=[CH:32][CH:33]=[CH:34][CH:35]=1, predict the reactants needed to synthesize it. The reactants are: [CH3:1][CH:2]1[CH2:6][CH2:5][CH2:4][N:3]1[CH2:7][CH:8]1[CH2:13][CH2:12][N:11]([C:14](=[C:17]([C:20]#[N:21])[C:18]#[N:19])SC)[CH2:10][CH2:9]1.[NH2:22][CH:23]1[CH2:28][CH2:27][N:26]([CH2:29][C:30]2[CH:35]=[CH:34][CH:33]=[CH:32][CH:31]=2)[CH2:25][CH2:24]1.C(OC(C)C)(C)C.